This data is from Catalyst prediction with 721,799 reactions and 888 catalyst types from USPTO. The task is: Predict which catalyst facilitates the given reaction. Reactant: [F:1][C:2]1[C:7]([F:8])=[CH:6][CH:5]=[CH:4][C:3]=1[C@@H:9]1[CH2:19][CH2:18][C@@H:17]([O:20][Si:21]([CH:28]([CH3:30])[CH3:29])([CH:25]([CH3:27])[CH3:26])[CH:22]([CH3:24])[CH3:23])[C:12]2=[N:13][CH:14]=[CH:15][CH:16]=[C:11]2[C@H:10]1[NH2:31].[C:32](O[C:32]([O:34][C:35]([CH3:38])([CH3:37])[CH3:36])=[O:33])([O:34][C:35]([CH3:38])([CH3:37])[CH3:36])=[O:33].C(N)CC. Product: [F:1][C:2]1[C:7]([F:8])=[CH:6][CH:5]=[CH:4][C:3]=1[C@@H:9]1[CH2:19][CH2:18][C@@H:17]([O:20][Si:21]([CH:25]([CH3:27])[CH3:26])([CH:28]([CH3:30])[CH3:29])[CH:22]([CH3:23])[CH3:24])[C:12]2=[N:13][CH:14]=[CH:15][CH:16]=[C:11]2[C@H:10]1[NH:31][C:32](=[O:33])[O:34][C:35]([CH3:38])([CH3:37])[CH3:36]. The catalyst class is: 7.